This data is from Reaction yield outcomes from USPTO patents with 853,638 reactions. The task is: Predict the reaction yield, written as a fraction of the theoretical maximum amount of product (1.0 means a 100% yield; for example, 0.34 means a 34% yield). (1) The reactants are C(OC([N:11]1[CH2:16][CH2:15][CH:14]([C:17]2[S:18][C:19]([C:44]3[CH:49]=[CH:48][N:47]=[C:46]([NH:50][C:51]([O:53][C:54]([CH3:57])([CH3:56])[CH3:55])=[O:52])[CH:45]=3)=[C:20]([C:22]3[CH:27]=[CH:26][CH:25]=[C:24]([N:28]([S:32]([C:35]4[CH:40]=[C:39]([F:41])[CH:38]=[CH:37][C:36]=4[F:42])(=[O:34])=[O:33])[CH2:29][O:30][CH3:31])[C:23]=3[F:43])[N:21]=2)[CH2:13][CH2:12]1)=O)C1C=CC=CC=1.C([O-])=O.[NH4+]. The catalyst is C(O)C.[Pd]. The product is [C:54]([O:53][C:51](=[O:52])[NH:50][C:46]1[CH:45]=[C:44]([C:19]2[S:18][C:17]([CH:14]3[CH2:15][CH2:16][NH:11][CH2:12][CH2:13]3)=[N:21][C:20]=2[C:22]2[CH:27]=[CH:26][CH:25]=[C:24]([N:28]([S:32]([C:35]3[CH:40]=[C:39]([F:41])[CH:38]=[CH:37][C:36]=3[F:42])(=[O:33])=[O:34])[CH2:29][O:30][CH3:31])[C:23]=2[F:43])[CH:49]=[CH:48][N:47]=1)([CH3:57])([CH3:55])[CH3:56]. The yield is 0.840. (2) The reactants are [C:1]([C:3]1([CH2:9][C:10]([OH:12])=[O:11])[CH:8]=[CH:7][CH2:6][CH:5]=[CH:4]1)#[N:2].[NH4+].[OH-]. The catalyst is [Pd].CO. The product is [C:1]([C:3]1([CH2:9][C:10]([OH:12])=[O:11])[CH2:8][CH2:7][CH2:6][CH2:5][CH2:4]1)#[N:2]. The yield is 0.940. (3) The reactants are Br[C:2]1[N:11]=[C:10]([C:12]2[NH:16][C:15]([CH2:17][C:18]3[CH:23]=[CH:22][C:21]([F:24])=[CH:20][CH:19]=3)=[N:14][N:13]=2)[C:9]([OH:25])=[C:8]2[C:3]=1[CH:4]=[CH:5][CH:6]=[N:7]2.[CH3:26][S:27]([OH:29])=[O:28].[Na].O. The catalyst is CN1CCCC1=O. The product is [F:24][C:21]1[CH:22]=[CH:23][C:18]([CH2:17][C:15]2[NH:16][C:12]([C:10]3[C:9]([OH:25])=[C:8]4[C:3]([CH:4]=[CH:5][CH:6]=[N:7]4)=[C:2]([S:27]([CH3:26])(=[O:29])=[O:28])[N:11]=3)=[N:13][N:14]=2)=[CH:19][CH:20]=1. The yield is 0.330. (4) The reactants are [NH2:1][C:2]1[CH:3]=[C:4]([CH:7]=[CH:8][C:9]=1[O:10][CH3:11])[C:5]#[N:6].Br.Br[CH:14]([C:16]1[CH:17]=[C:18]([C:33]([N:35]([CH3:37])[CH3:36])=[O:34])[CH:19]=[C:20]2[C:25]=1[O:24][C:23]([N:26]1[CH2:31][CH2:30][O:29][CH2:28][CH2:27]1)=[CH:22][C:21]2=[O:32])[CH3:15]. No catalyst specified. The product is [C:5]([C:4]1[CH:7]=[CH:8][C:9]([O:10][CH3:11])=[C:2]([NH:1][CH:14]([C:16]2[CH:17]=[C:18]([C:33]([N:35]([CH3:37])[CH3:36])=[O:34])[CH:19]=[C:20]3[C:25]=2[O:24][C:23]([N:26]2[CH2:31][CH2:30][O:29][CH2:28][CH2:27]2)=[CH:22][C:21]3=[O:32])[CH3:15])[CH:3]=1)#[N:6]. The yield is 0.510. (5) The reactants are Cl.[I:2][C:3]1[CH:4]=[C:5]2[C:10](=[CH:11][CH:12]=1)[O:9][C@@H:8]([CH2:13][NH2:14])[CH2:7][CH2:6]2.[CH2:15]([O:22][C:23](Cl)=[O:24])[C:16]1[CH:21]=[CH:20][CH:19]=[CH:18][CH:17]=1.[OH-].[Na+]. The catalyst is O1CCCC1. The product is [I:2][C:3]1[CH:4]=[C:5]2[C:10](=[CH:11][CH:12]=1)[O:9][C@@H:8]([CH2:13][NH:14][C:23](=[O:24])[O:22][CH2:15][C:16]1[CH:21]=[CH:20][CH:19]=[CH:18][CH:17]=1)[CH2:7][CH2:6]2. The yield is 0.990. (6) The reactants are [CH2:1]([CH:7]([CH2:39][CH2:40][CH2:41][CH2:42]CCCC)[CH2:8][O:9][C:10]1[C:18]2[S:19][CH:20]=[CH:21][C:17]=2[C:16]([O:22][CH2:23][CH:24]([CH2:33][CH2:34]CCCC)[CH2:25][CH2:26][CH2:27][CH2:28]CCCC)=[C:12]2[S:13][CH:14]=[CH:15][C:11]=12)[CH2:2]CCCC.C([Li])CCC.[CH3:52][Sn:53](Cl)([CH3:55])[CH3:54].O. The catalyst is C1COCC1. The product is [CH2:1]([CH:7]([CH2:39][CH2:40][CH2:41][CH3:42])[CH2:8][O:9][C:10]1[C:18]2[S:19][C:20]([Sn:53]([CH3:55])([CH3:54])[CH3:52])=[CH:21][C:17]=2[C:16]([O:22][CH2:23][CH:24]([CH2:33][CH3:34])[CH2:25][CH2:26][CH2:27][CH3:28])=[C:12]2[S:13][C:14]([Sn:53]([CH3:55])([CH3:54])[CH3:52])=[CH:15][C:11]=12)[CH3:2]. The yield is 0.490. (7) The product is [O:23]=[S:22]1(=[O:24])[C:8]2[C:7]([NH:27][C:28]3[CH:29]=[CH:30][C:31]([CH2:34][C:35]([NH2:37])=[O:36])=[CH:32][CH:33]=3)=[N:12][C:11]([C:13]3[CH:18]=[CH:17][CH:16]=[CH:15][CH:14]=3)=[N:10][C:9]=2[CH2:19][CH2:20][CH2:21]1. The reactants are FC(F)(F)S(O[C:7]1[C:8]2[S:22](=[O:24])(=[O:23])[CH2:21][CH2:20][CH2:19][C:9]=2[N:10]=[C:11]([C:13]2[CH:18]=[CH:17][CH:16]=[CH:15][CH:14]=2)[N:12]=1)(=O)=O.[NH2:27][C:28]1[CH:33]=[CH:32][C:31]([CH2:34][C:35]([NH2:37])=[O:36])=[CH:30][CH:29]=1. The yield is 0.610. No catalyst specified.